This data is from Reaction yield outcomes from USPTO patents with 853,638 reactions. The task is: Predict the reaction yield, written as a fraction of the theoretical maximum amount of product (1.0 means a 100% yield; for example, 0.34 means a 34% yield). (1) The reactants are [C:1]([C:3](=[C:7]([S:10][CH3:11])SC)[C:4]([NH2:6])=[O:5])#[N:2].[Cl:12][C:13]1[CH:14]=[C:15]([CH:17]=[CH:18][CH:19]=1)[NH2:16]. The catalyst is C(O)C. The product is [Cl:12][C:13]1[CH:14]=[C:15]([NH:16][C:7]([S:10][CH3:11])=[C:3]([C:1]#[N:2])[C:4]([NH2:6])=[O:5])[CH:17]=[CH:18][CH:19]=1. The yield is 0.570. (2) The reactants are [F:1][C:2]([CH2:5][CH3:6])([F:4])[F:3].[Br-].[Mg+2].[Br-].[Br:10][C:11]1[CH:12]=[C:13]([CH:20]=[CH:21][CH:22]=1)[C:14](N(OC)C)=[O:15]. The catalyst is C1COCC1. The product is [Br:10][C:11]1[CH:12]=[C:13]([C:14](=[O:15])[CH2:6][CH2:5][C:2]([F:4])([F:3])[F:1])[CH:20]=[CH:21][CH:22]=1. The yield is 0.770. (3) The reactants are C(OC([N:8]1[CH2:13][CH2:12][C:11]2[N:14]([CH3:32])[C:15]([C:25]3[CH:30]=[CH:29][N:28]=[C:27]([NH2:31])[N:26]=3)=[C:16]([CH2:17][C:18]3[CH:23]=[CH:22][CH:21]=[C:20]([NH2:24])[CH:19]=3)[C:10]=2[C:9]1=[O:33])=O)(C)(C)C.[ClH:34]. The catalyst is O1CCOCC1. The product is [ClH:34].[NH2:24][C:20]1[CH:19]=[C:18]([CH:23]=[CH:22][CH:21]=1)[CH2:17][C:16]1[C:10]2[C:9](=[O:33])[NH:8][CH2:13][CH2:12][C:11]=2[N:14]([CH3:32])[C:15]=1[C:25]1[CH:30]=[CH:29][N:28]=[C:27]([NH2:31])[N:26]=1. The yield is 1.00. (4) The reactants are [Cl:1][C:2]1[N:7]=[N:6][C:5]([NH:8][NH2:9])=[C:4]([CH3:10])[CH:3]=1.[CH3:11][C:12](O)=O. The catalyst is C(Cl)Cl.C([O-])(O)=O.[Na+]. The product is [Cl:1][C:2]1[CH:3]=[C:4]([CH3:10])[C:5]2[N:6]([C:11]([CH3:12])=[N:9][N:8]=2)[N:7]=1. The yield is 0.711. (5) The product is [CH:1]12[CH2:7][CH:4]([CH2:5][CH2:6]1)[CH2:3][CH:2]2[CH:8]([CH3:14])[C:9]([O:11][CH3:12])=[O:10]. The yield is 0.640. The catalyst is C1COCC1. The reactants are [CH:1]12[CH2:7][CH:4]([CH2:5][CH2:6]1)[CH2:3][CH:2]2[CH2:8][C:9]([O:11][CH3:12])=[O:10].[Li+].[CH3:14][Si]([N-][Si](C)(C)C)(C)C.IC.